Dataset: Full USPTO retrosynthesis dataset with 1.9M reactions from patents (1976-2016). Task: Predict the reactants needed to synthesize the given product. (1) Given the product [NH2:12][C:11]1[N:5]([CH2:4][C:3]2[CH:7]=[CH:8][CH:9]=[CH:10][C:2]=2[Cl:1])[N:6]=[C:14]([C:15]([O:17][CH2:18][CH3:19])=[O:16])[CH:13]=1, predict the reactants needed to synthesize it. The reactants are: [Cl:1][C:2]1[CH:10]=[CH:9][CH:8]=[CH:7][C:3]=1[CH2:4][NH:5][NH2:6].[C:11](/[CH:13]=[C:14](/[O-])\[C:15]([O:17][CH2:18][CH3:19])=[O:16])#[N:12].[Na+].FC(F)(F)C(O)=O. (2) Given the product [Cl:37][C:32]1[CH:33]=[CH:34][CH:35]=[CH:36][C:31]=1[CH:28]([O:27][C:21]1[CH:20]=[C:19]([N:18]2[C:12]3[CH:11]=[C:10]([CH2:9][OH:8])[N:15]=[CH:14][C:13]=3[N:16]=[CH:17]2)[S:23][C:22]=1[C:24]([NH2:26])=[O:25])[CH2:29][CH3:30], predict the reactants needed to synthesize it. The reactants are: [Si]([O:8][CH2:9][C:10]1[N:15]=[CH:14][C:13]2[N:16]=[CH:17][N:18]([C:19]3[S:23][C:22]([C:24]([NH2:26])=[O:25])=[C:21]([O:27][CH:28]([C:31]4[CH:36]=[CH:35][CH:34]=[CH:33][C:32]=4[Cl:37])[CH2:29][CH3:30])[CH:20]=3)[C:12]=2[CH:11]=1)(C(C)(C)C)(C)C.[F-].C([N+](CCCC)(CCCC)CCCC)CCC. (3) Given the product [CH2:1]([O:3][C:4](=[O:24])[CH:5]([N:7]1[C:15]2[C:10](=[CH:11][C:12]([OH:16])=[CH:13][CH:14]=2)[CH:9]=[CH:8]1)[CH3:6])[CH3:2], predict the reactants needed to synthesize it. The reactants are: [CH2:1]([O:3][C:4](=[O:24])[CH:5]([N:7]1[C:15]2[C:10](=[CH:11][C:12]([O:16]CC3C=CC=CC=3)=[CH:13][CH:14]=2)[CH:9]=[CH:8]1)[CH3:6])[CH3:2].[H][H]. (4) Given the product [Br:12][C:13]1[CH:14]=[C:15]([NH:16][C:2]2[CH:7]=[CH:6][CH:5]=[CH:4][C:3]=2[CH2:8][C:9]([OH:11])=[O:10])[CH:17]=[CH:18][CH:19]=1, predict the reactants needed to synthesize it. The reactants are: Br[C:2]1[CH:7]=[CH:6][CH:5]=[CH:4][C:3]=1[CH2:8][C:9]([OH:11])=[O:10].[Br:12][C:13]1[CH:14]=[C:15]([CH:17]=[CH:18][CH:19]=1)[NH2:16]. (5) Given the product [NH2:37][C:38]([CH3:42])([CH3:41])[CH2:39][O:40][CH:2]([C:30]1[C:31]([CH3:36])=[N:32][O:33][C:34]=1[CH3:35])[C:3]1[O:4][C:5]2[CH:11]=[CH:10][C:9]([CH2:12][C:13]([NH:15][CH:16]([C:22]3[CH:27]=[CH:26][C:25]([CH3:28])=[CH:24][C:23]=3[CH3:29])[CH2:17][CH2:18][CH:19]([CH3:21])[CH3:20])=[O:14])=[CH:8][C:6]=2[CH:7]=1, predict the reactants needed to synthesize it. The reactants are: Cl[CH:2]([C:30]1[C:31]([CH3:36])=[N:32][O:33][C:34]=1[CH3:35])[C:3]1[O:4][C:5]2[CH:11]=[CH:10][C:9]([CH2:12][C:13]([NH:15][CH:16]([C:22]3[CH:27]=[CH:26][C:25]([CH3:28])=[CH:24][C:23]=3[CH3:29])[CH2:17][CH2:18][CH:19]([CH3:21])[CH3:20])=[O:14])=[CH:8][C:6]=2[CH:7]=1.[NH2:37][C:38]([CH3:42])([CH3:41])[CH2:39][OH:40].C(OCC#N)(C)C. (6) Given the product [CH2:24]([O:7][C:6](=[O:8])[C:5]1[CH:9]=[CH:10][C:2]([OH:1])=[C:3]([C:11]([OH:13])=[O:12])[CH:4]=1)[CH3:25], predict the reactants needed to synthesize it. The reactants are: [OH:1][C:2]1[CH:10]=[CH:9][C:5]([C:6]([OH:8])=[O:7])=[CH:4][C:3]=1[C:11]([OH:13])=[O:12].S(=O)(=O)(O)O.C(=O)(O)[O-].[Na+].[CH2:24](O)[CH3:25]. (7) The reactants are: Cl[CH2:2][CH2:3][NH:4][CH2:5][CH2:6]Cl.[CH2:8]([S:10][C:11]1[CH:17]=[CH:16][C:14]([NH2:15])=[CH:13][CH:12]=1)[CH3:9]. Given the product [CH2:8]([S:10][C:11]1[CH:17]=[CH:16][C:14]([N:15]2[CH2:6][CH2:5][NH:4][CH2:3][CH2:2]2)=[CH:13][CH:12]=1)[CH3:9], predict the reactants needed to synthesize it.